This data is from Catalyst prediction with 721,799 reactions and 888 catalyst types from USPTO. The task is: Predict which catalyst facilitates the given reaction. (1) Reactant: [CH3:1][N:2](C=O)[CH3:3].[C:6]([O:10][C:11]([N:13]1[CH2:18][CH2:17][CH:16]([O:19][C:20]2[CH:29]=[C:28](F)[CH:27]=[CH:26][C:21]=2[C:22]([O:24][CH3:25])=[O:23])[CH2:15][CH2:14]1)=[O:12])([CH3:9])([CH3:8])[CH3:7].N1CCOCC1.C([O-])([O-])=O.[Cs+].[Cs+]. Product: [C:6]([O:10][C:11]([N:13]1[CH2:18][CH2:17][CH:16]([O:19][C:20]2[CH:29]=[C:28]([N:2]([CH3:3])[CH3:1])[CH:27]=[CH:26][C:21]=2[C:22]([O:24][CH3:25])=[O:23])[CH2:15][CH2:14]1)=[O:12])([CH3:9])([CH3:8])[CH3:7]. The catalyst class is: 170. (2) Reactant: [NH2:1][C:2]1[CH:3]=[CH:4][C:5](Br)=[C:6]2[C:10]=1[C:9](=[O:11])[NH:8][CH2:7]2.[C:13]1(B(O)O)[CH:18]=[CH:17][CH:16]=[CH:15][CH:14]=1.C1(C)C=CC=CC=1P(C1C=CC=CC=1C)C1C=CC=CC=1C.C(N(CC)CC)C. Product: [NH2:1][C:2]1[CH:3]=[CH:4][C:5]([C:13]2[CH:18]=[CH:17][CH:16]=[CH:15][CH:14]=2)=[C:6]2[C:10]=1[C:9](=[O:11])[NH:8][CH2:7]2. The catalyst class is: 524. (3) Reactant: Cl.[NH2:2][CH2:3][CH2:4][N:5]1[C:9]2[CH:10]=[CH:11][C:12]([C:14]3[O:15][C:16]4[CH:22]=[CH:21][CH:20]=[CH:19][C:17]=4[N:18]=3)=[CH:13][C:8]=2[N:7]=[C:6]1[CH3:23].[F:24][C:25]([F:36])([F:35])[C:26](O[C:26](=[O:27])[C:25]([F:36])([F:35])[F:24])=[O:27].C(N(CC)CC)C.C(Cl)(Cl)Cl. Product: [O:15]1[C:16]2[CH:22]=[CH:21][CH:20]=[CH:19][C:17]=2[N:18]=[C:14]1[C:12]1[CH:11]=[CH:10][C:9]2[N:5]([CH2:4][CH2:3][NH:2][C:26](=[O:27])[C:25]([F:36])([F:35])[F:24])[C:6]([CH3:23])=[N:7][C:8]=2[CH:13]=1. The catalyst class is: 6. (4) Reactant: [Cl:1][C:2]1[N:7]=[CH:6][C:5]2[CH:8]=[N:9][NH:10][C:4]=2[CH:3]=1.[I:11]N1C(=O)CCC1=O. Product: [Cl:1][C:2]1[N:7]=[CH:6][C:5]2[C:8]([I:11])=[N:9][NH:10][C:4]=2[CH:3]=1. The catalyst class is: 9. (5) Reactant: [CH3:1][C:2]1[CH:10]=[CH:9][C:5]([C:6](O)=[O:7])=[C:4]([N+:11]([O-:13])=[O:12])[CH:3]=1.C(Cl)(=O)C(Cl)=O.[NH4+:20].[OH-]. Product: [CH3:1][C:2]1[CH:10]=[CH:9][C:5]([C:6]([NH2:20])=[O:7])=[C:4]([N+:11]([O-:13])=[O:12])[CH:3]=1. The catalyst class is: 11. (6) Reactant: [Si:1]([O:8][CH:9]1[CH2:13][CH2:12][N:11]([CH2:14][CH:15]([N:24]([CH3:35])[C:25](=[O:34])[O:26][CH2:27][C:28]2[CH:33]=[CH:32][CH:31]=[CH:30][CH:29]=2)[C:16]2[CH:21]=[CH:20][CH:19]=[C:18]([C:22]#[N:23])[CH:17]=2)[CH2:10]1)([C:4]([CH3:7])([CH3:6])[CH3:5])([CH3:3])[CH3:2].[NH2:36][OH:37].Cl.C(N(CC)CC)C. Product: [CH2:27]([O:26][C:25](=[O:34])[N:24]([C@@H:15]([C:16]1[CH:21]=[CH:20][CH:19]=[C:18]([C:22](=[NH:23])[NH:36][OH:37])[CH:17]=1)[CH2:14][N:11]1[CH2:12][CH2:13][C@H:9]([O:8][Si:1]([C:4]([CH3:7])([CH3:6])[CH3:5])([CH3:3])[CH3:2])[CH2:10]1)[CH3:35])[C:28]1[CH:33]=[CH:32][CH:31]=[CH:30][CH:29]=1. The catalyst class is: 8. (7) Reactant: CCN=C=N[CH2:6][CH2:7][CH2:8][N:9](C)C.C1C=CC2N([OH:21])N=NC=2C=1.[C:22]([NH:29][C@H:30]([C:32]([OH:34])=O)[CH3:31])([O:24][C:25]([CH3:28])([CH3:27])[CH3:26])=[O:23].N[C:36]12[C:54]3[C:49](=[CH:50][CH:51]=[CH:52][CH:53]=3)[C:48](=[O:55])C1(O)C1[C:43]([O:44]2)=[CH:42][C:41]([CH:45]([CH3:47])[CH3:46])=[CH:40]C=1. Product: [OH:21][C:36]12[C:54]3[C:49](=[CH:50][CH:51]=[CH:52][CH:53]=3)[C:48](=[O:55])[C:8]1([NH:9][C:32](=[O:34])[C@H:30]([NH:29][C:22](=[O:23])[O:24][C:25]([CH3:26])([CH3:27])[CH3:28])[CH3:31])[C:7]1[CH:6]=[CH:40][C:41]([CH:45]([CH3:47])[CH3:46])=[CH:42][C:43]=1[O:44]2. The catalyst class is: 2. (8) Reactant: [CH:1]1([C:4]2[C:9]([N:10]([CH2:15][CH2:16][CH:17]([CH3:19])[CH3:18])[S:11]([CH3:14])(=[O:13])=[O:12])=[CH:8][N:7]3[NH:20][C:21]([C:27]4[CH:32]=[CH:31][C:30]([F:33])=[CH:29][CH:28]=4)=[C:22]([C:23]([O:25][CH3:26])=[O:24])[CH:6]3[CH:5]=2)[CH2:3][CH2:2]1.C(=O)([O-])[O-].[K+].[K+].C(O)(=O)C.C(O)(=O)C.IC1C=CC=CC=1. Product: [CH:1]1([C:4]2[C:9]([N:10]([CH2:15][CH2:16][CH:17]([CH3:18])[CH3:19])[S:11]([CH3:14])(=[O:13])=[O:12])=[CH:8][N:7]3[N:20]=[C:21]([C:27]4[CH:28]=[CH:29][C:30]([F:33])=[CH:31][CH:32]=4)[C:22]([C:23]([O:25][CH3:26])=[O:24])=[C:6]3[CH:5]=2)[CH2:3][CH2:2]1. The catalyst class is: 148. (9) Reactant: [F:1][C:2]([F:6])([F:5])[CH2:3][OH:4].[H-].[Na+].[F:9][C:10]([F:38])([F:37])[C:11]1[CH:12]=[C:13]([CH:34]=[CH:35][CH:36]=1)[CH2:14][NH:15][C:16](=[O:33])[C:17]1[CH:22]=[CH:21][N:20]=[C:19]([C:23]2[CH:28]=[C:27](F)[CH:26]=[CH:25][C:24]=2[N+:30]([O-:32])=[O:31])[CH:18]=1. Product: [F:37][C:10]([F:9])([F:38])[C:11]1[CH:12]=[C:13]([CH:34]=[CH:35][CH:36]=1)[CH2:14][NH:15][C:16](=[O:33])[C:17]1[CH:22]=[CH:21][N:20]=[C:19]([C:23]2[CH:28]=[C:27]([O:4][CH2:3][C:2]([F:6])([F:5])[F:1])[CH:26]=[CH:25][C:24]=2[N+:30]([O-:32])=[O:31])[CH:18]=1. The catalyst class is: 30. (10) Reactant: CCN(C(C)C)C(C)C.Cl.[CH3:11][NH:12][C@@H:13]([CH2:18][CH:19]=[CH2:20])[C:14]([O:16][CH3:17])=[O:15].[F:21][C:22]([F:30])([F:29])[CH2:23][CH2:24][S:25](Cl)(=[O:27])=[O:26].Cl. Product: [F:21][C:22]([F:30])([F:29])[CH2:23][CH2:24][S:25]([N:12]([C@@H:13]([CH2:18][CH:19]=[CH2:20])[C:14]([O:16][CH3:17])=[O:15])[CH3:11])(=[O:27])=[O:26]. The catalyst class is: 2.